Dataset: Full USPTO retrosynthesis dataset with 1.9M reactions from patents (1976-2016). Task: Predict the reactants needed to synthesize the given product. Given the product [Cl:17][C:13]1[CH:12]=[C:11]([F:18])[C:10]([N:19]2[C:24](=[O:25])[CH:23]=[C:22]([C:26]([F:29])([F:28])[F:27])[N:21]([CH3:30])[C:20]2=[O:31])=[C:9]([OH:2])[C:14]=1[O:15][CH3:16], predict the reactants needed to synthesize it. The reactants are: N(OC(C)(C)C)=[O:2].N[C:9]1[C:14]([O:15][CH3:16])=[C:13]([Cl:17])[CH:12]=[C:11]([F:18])[C:10]=1[N:19]1[C:24](=[O:25])[CH:23]=[C:22]([C:26]([F:29])([F:28])[F:27])[N:21]([CH3:30])[C:20]1=[O:31].Cl.